Dataset: Full USPTO retrosynthesis dataset with 1.9M reactions from patents (1976-2016). Task: Predict the reactants needed to synthesize the given product. (1) Given the product [C:16]1(=[C:8]([C:5]2[CH:6]=[CH:7][C:2]([C:25]3[CH:26]=[CH:27][O:23][CH:24]=3)=[CH:3][CH:4]=2)[C:9]2[CH:10]=[CH:11][C:12]([OH:15])=[CH:13][CH:14]=2)[CH2:17][CH2:18][CH2:19][CH2:20][CH2:21][CH2:22]1, predict the reactants needed to synthesize it. The reactants are: Br[C:2]1[CH:7]=[CH:6][C:5]([C:8](=[C:16]2[CH2:22][CH2:21][CH2:20][CH2:19][CH2:18][CH2:17]2)[C:9]2[CH:14]=[CH:13][C:12]([OH:15])=[CH:11][CH:10]=2)=[CH:4][CH:3]=1.[O:23]1[CH:27]=[CH:26][C:25](B(O)O)=[CH:24]1.C([O-])([O-])=O.[Na+].[Na+].COCCOC. (2) Given the product [Br:18][C:9]1[C:10]([C:13]([O:15][CH2:16][CH3:17])=[O:14])=[N:11][O:12][C:8]=1[C:5]1[CH:4]=[CH:3][C:2]([Cl:1])=[CH:7][CH:6]=1, predict the reactants needed to synthesize it. The reactants are: [Cl:1][C:2]1[CH:7]=[CH:6][C:5]([C:8]2[O:12][N:11]=[C:10]([C:13]([O:15][CH2:16][CH3:17])=[O:14])[CH:9]=2)=[CH:4][CH:3]=1.[Br:18]N1C(=O)CCC1=O.